This data is from TCR-epitope binding with 47,182 pairs between 192 epitopes and 23,139 TCRs. The task is: Binary Classification. Given a T-cell receptor sequence (or CDR3 region) and an epitope sequence, predict whether binding occurs between them. The epitope is KTWGQYWQV. The TCR CDR3 sequence is CASSLAGLQETQYF. Result: 0 (the TCR does not bind to the epitope).